From a dataset of Full USPTO retrosynthesis dataset with 1.9M reactions from patents (1976-2016). Predict the reactants needed to synthesize the given product. (1) Given the product [C:1]([O:5][C:6]([CH:7]1[CH:26]([C:27]2[CH:32]=[CH:31][C:30]([Cl:33])=[C:29]([Cl:34])[CH:28]=2)[C:23]([C:20]2[CH:21]=[CH:22][C:17]([Cl:16])=[CH:18][C:19]=2[F:35])([C:24]#[N:25])[CH:9]([CH2:10][C:11]([CH3:14])([CH3:13])[CH3:12])[NH:8]1)=[O:15])([CH3:4])([CH3:3])[CH3:2], predict the reactants needed to synthesize it. The reactants are: [C:1]([O:5][C:6](=[O:15])[CH2:7]/[N:8]=[CH:9]/[CH2:10][C:11]([CH3:14])([CH3:13])[CH3:12])([CH3:4])([CH3:3])[CH3:2].[Cl:16][C:17]1[CH:22]=[CH:21][C:20](/[C:23](=[CH:26]/[C:27]2[CH:32]=[CH:31][C:30]([Cl:33])=[C:29]([Cl:34])[CH:28]=2)/[C:24]#[N:25])=[C:19]([F:35])[CH:18]=1.C(N(CC)CC)C. (2) Given the product [CH3:20][O:19][C:16]1[CH:15]=[CH:14][C:13]([CH2:12][N:10]2[CH:11]=[C:7]([C:5]3[N:6]=[C:2]([NH:1][C:25]4[N:30]=[C:29]([CH3:31])[CH:28]=[CH:27][N:26]=4)[S:3][C:4]=3[C:21](=[O:23])[CH3:22])[CH:8]=[N:9]2)=[CH:18][CH:17]=1, predict the reactants needed to synthesize it. The reactants are: [NH2:1][C:2]1[S:3][C:4]([C:21](=[O:23])[CH3:22])=[C:5]([C:7]2[CH:8]=[N:9][N:10]([CH2:12][C:13]3[CH:18]=[CH:17][C:16]([O:19][CH3:20])=[CH:15][CH:14]=3)[CH:11]=2)[N:6]=1.Br[C:25]1[N:30]=[C:29]([CH3:31])[CH:28]=[CH:27][N:26]=1.CC1(C)C2C=CC=C(P(C3C=CC=CC=3)C3C=CC=CC=3)C=2OC2C1=CC=CC=2P(C1C=CC=CC=1)C1C=CC=CC=1.C([O-])([O-])=O.[Cs+].[Cs+]. (3) Given the product [Br:14][CH2:13][CH2:12][CH2:11][CH2:10][CH2:9][CH2:8][CH2:7][CH2:6][CH2:5][CH2:4][CH2:3][CH2:2][C:25]#[C:24][C@@H:23]([OH:22])[CH2:26][C:27]1[CH:32]=[CH:31][CH:30]=[CH:29][CH:28]=1, predict the reactants needed to synthesize it. The reactants are: Br[CH2:2][CH2:3][CH2:4][CH2:5][CH2:6][CH2:7][CH2:8][CH2:9][CH2:10][CH2:11][CH2:12][CH2:13][Br:14].[Si]([O:22][C@@H:23]([CH2:26][C:27]1[CH:32]=[CH:31][CH:30]=[CH:29][CH:28]=1)[C:24]#[CH:25])(C(C)(C)C)(C)C.O1CCCCC1OCCCC#C. (4) Given the product [NH:26]1[CH2:27][CH2:28][CH:23]([O:22][C:19]2[CH:18]=[CH:17][C:16]([N:8]3[C:9]4[CH:14]=[CH:13][N:12]=[CH:11][C:10]=4[N:15]=[C:7]3[C:3]3[C:2]([NH2:1])=[N:6][O:5][N:4]=3)=[CH:21][CH:20]=2)[CH2:24][CH2:25]1, predict the reactants needed to synthesize it. The reactants are: [NH2:1][C:2]1[C:3]([C:7]2[N:8]([C:16]3[CH:21]=[CH:20][C:19]([O:22][CH:23]4[CH2:28][CH2:27][N:26](C(OC(C)(C)C)=O)[CH2:25][CH2:24]4)=[CH:18][CH:17]=3)[C:9]3[CH:14]=[CH:13][N:12]=[CH:11][C:10]=3[N:15]=2)=[N:4][O:5][N:6]=1.FC(F)(F)C(O)=O.